Dataset: Full USPTO retrosynthesis dataset with 1.9M reactions from patents (1976-2016). Task: Predict the reactants needed to synthesize the given product. Given the product [CH2:1]([C:3]1[CH:8]=[CH:7][CH:6]=[CH:5][C:4]=1[S:9]([NH:12][C:21]1[S:25][C:24]2[CH2:26][CH2:27][CH2:28][CH2:29][C:23]=2[C:22]=1[C:30]([O:32][CH2:33][CH3:34])=[O:31])(=[O:10])=[O:11])[CH3:2], predict the reactants needed to synthesize it. The reactants are: [CH2:1]([C:3]1[CH:8]=[CH:7][CH:6]=[CH:5][C:4]=1[S:9]([N:12]([C:21]1[S:25][C:24]2[CH2:26][CH2:27][CH2:28][CH2:29][C:23]=2[C:22]=1[C:30]([O:32][CH2:33][CH3:34])=[O:31])COCC[Si](C)(C)C)(=[O:11])=[O:10])[CH3:2].C(=O)([O-])O.[Na+].